From a dataset of Forward reaction prediction with 1.9M reactions from USPTO patents (1976-2016). Predict the product of the given reaction. (1) Given the reactants ClC1N=C(N2CCOCC2)C2SC(C3C=CC([C:15](O)=[O:16])=CC=3)=CC=2N=1.[CH3:26][N:27]1[CH2:32][CH2:31][NH:30][CH2:29][CH2:28]1, predict the reaction product. The product is: [CH3:26][N:27]1[CH2:32][CH2:31][N:30]([CH:15]=[O:16])[CH2:29][CH2:28]1. (2) Given the reactants [CH:1]([C:4]1[CH:5]=[C:6]([CH:19]=[CH:20][C:21]=1[O:22][CH3:23])[O:7][C:8]1[C:13]([CH3:14])=[CH:12][C:11]([NH:15][C:16]#[N:17])=[CH:10][C:9]=1[CH3:18])([CH3:3])[CH3:2].[N-:24]=[N+:25]=[N-:26].[Na+].[Cl-].[NH4+], predict the reaction product. The product is: [CH:1]([C:4]1[CH:5]=[C:6]([CH:19]=[CH:20][C:21]=1[O:22][CH3:23])[O:7][C:8]1[C:13]([CH3:14])=[CH:12][C:11]([NH:15][C:16]2[NH:26][N:25]=[N:24][N:17]=2)=[CH:10][C:9]=1[CH3:18])([CH3:3])[CH3:2].[CH3:18][C:9]1[CH:10]=[C:11]([NH:15][C:16]2[NH:26][N:25]=[N:24][N:17]=2)[CH:12]=[C:13]([CH3:14])[C:8]=1[O:7][C:6]1[CH:19]=[CH:20][C:21]([OH:22])=[C:4]([CH:1]([CH3:3])[CH3:2])[CH:5]=1. (3) Given the reactants [CH:1]([N:4]1[C:8](=[O:9])/[C:7](=[CH:10]/[C:11]2[O:15][C:14]([S:16][C:17]3[N:21]([CH2:22][CH2:23][CH2:24][NH:25][C:26](=[O:40])[CH2:27][N:28]([CH2:37][C:38]#[CH:39])[C:29](=[O:36])[CH2:30][CH2:31][C:32]4([CH3:35])N=N4)[C:20]4[CH:41]=[CH:42][CH:43]=[CH:44][C:19]=4[N:18]=3)=[CH:13][CH:12]=2)/[S:6][C:5]1=[O:45])([CH3:3])[CH3:2].C(O)(=O)CCCC, predict the reaction product. The product is: [CH:1]([N:4]1[C:8](=[O:9])/[C:7](=[CH:10]/[C:11]2[O:15][C:14]([S:16][C:17]3[N:21]([CH2:22][CH2:23][CH2:24][NH:25][C:26](=[O:40])[CH2:27][N:28]([CH2:37][C:38]#[CH:39])[C:29](=[O:36])[CH2:30][CH2:31][CH2:32][CH3:35])[C:20]4[CH:41]=[CH:42][CH:43]=[CH:44][C:19]=4[N:18]=3)=[CH:13][CH:12]=2)/[S:6][C:5]1=[O:45])([CH3:2])[CH3:3].